This data is from Full USPTO retrosynthesis dataset with 1.9M reactions from patents (1976-2016). The task is: Predict the reactants needed to synthesize the given product. (1) Given the product [OH:21][CH:20]([C:22]1[S:23][CH:24]=[CH:25][N:26]=1)[CH:14]1[CH2:13][CH2:12][C:11]2[C:16](=[CH:17][CH:18]=[C:9]([O:8][CH2:7][CH2:6][N:1]3[CH:5]=[CH:4][N:3]=[CH:2]3)[CH:10]=2)[C:15]1=[O:19], predict the reactants needed to synthesize it. The reactants are: [N:1]1([CH2:6][CH2:7][O:8][C:9]2[CH:10]=[C:11]3[C:16](=[CH:17][CH:18]=2)[C:15](=[O:19])[CH2:14][CH2:13][CH2:12]3)[CH:5]=[CH:4][N:3]=[CH:2]1.[CH:20]([C:22]1[S:23][CH:24]=[CH:25][N:26]=1)=[O:21].OS(O)(=O)=O. (2) Given the product [Br:17][C:18]1[CH:19]=[C:20]([CH:25]=[CH:26][C:27]=1[CH2:28][NH:1][CH2:2][C@H:3]([OH:4])[C:5]1[CH:10]=[CH:9][CH:8]=[CH:7][CH:6]=1)[C:21]([O:23][CH3:24])=[O:22], predict the reactants needed to synthesize it. The reactants are: [NH2:1][CH2:2][C@@H:3]([C:5]1[CH:10]=[CH:9][CH:8]=[CH:7][CH:6]=1)[OH:4].C([O-])([O-])=O.[K+].[K+].[Br:17][C:18]1[CH:19]=[C:20]([CH:25]=[CH:26][C:27]=1[CH2:28]Br)[C:21]([O:23][CH3:24])=[O:22]. (3) Given the product [Cl:13][C:14]1[CH:22]=[CH:21][CH:20]=[CH:19][C:15]=1[C:16]([N:2]([CH3:1])[CH2:3][CH2:4][C:5]#[C:6][C:7]1[CH:12]=[CH:11][CH:10]=[CH:9][N:8]=1)=[O:17], predict the reactants needed to synthesize it. The reactants are: [CH3:1][NH:2][CH2:3][CH2:4][C:5]#[C:6][C:7]1[CH:12]=[CH:11][CH:10]=[CH:9][N:8]=1.[Cl:13][C:14]1[CH:22]=[CH:21][CH:20]=[CH:19][C:15]=1[C:16](Cl)=[O:17].